This data is from Rat liver microsome stability data. The task is: Regression/Classification. Given a drug SMILES string, predict its absorption, distribution, metabolism, or excretion properties. Task type varies by dataset: regression for continuous measurements (e.g., permeability, clearance, half-life) or binary classification for categorical outcomes (e.g., BBB penetration, CYP inhibition). Dataset: rlm. (1) The drug is CC(C)(O)CNC(=O)c1nc(CC2CCCCC2)c(-c2ccc(S(=O)(=O)NC(C)(C)C)c3ccccc23)s1. The result is 0 (unstable in rat liver microsomes). (2) The molecule is CC1Cc2cc(S(=O)(=O)NCc3ccc(N(C)C)cc3)ccc2N1C(=O)C1CCC1. The result is 1 (stable in rat liver microsomes).